This data is from Forward reaction prediction with 1.9M reactions from USPTO patents (1976-2016). The task is: Predict the product of the given reaction. (1) Given the reactants [Cu][C:2]#[N:3].Br[C:5]1[CH:10]=[CH:9][C:8]([O:11][CH2:12][CH3:13])=[C:7]([O:14][CH2:15][CH3:16])[C:6]=1[F:17].C(OCC)(=O)C.N, predict the reaction product. The product is: [CH2:15]([O:14][C:7]1[C:6]([F:17])=[C:5]([CH:10]=[CH:9][C:8]=1[O:11][CH2:12][CH3:13])[C:2]#[N:3])[CH3:16]. (2) Given the reactants [S:1]1[C:5]2[CH:6]=[CH:7][CH:8]=[CH:9][C:4]=2[N:3]=[C:2]1[C:10]1[C:11]([NH2:17])=[N:12][CH:13]=[C:14](Br)[CH:15]=1.[OH:18][C:19]1[CH:20]=[C:21](B(O)O)[CH:22]=[CH:23][CH:24]=1.C(=O)([O-])[O-].[K+].[K+], predict the reaction product. The product is: [NH2:17][C:11]1[N:12]=[CH:13][C:14]([C:23]2[CH:24]=[C:19]([OH:18])[CH:20]=[CH:21][CH:22]=2)=[CH:15][C:10]=1[C:2]1[S:1][C:5]2[CH:6]=[CH:7][CH:8]=[CH:9][C:4]=2[N:3]=1.